Dataset: Forward reaction prediction with 1.9M reactions from USPTO patents (1976-2016). Task: Predict the product of the given reaction. (1) Given the reactants [CH3:1][O:2][C:3]1[C:8]2[CH:9]([NH:12][C:13]3[O:14][CH2:15][C:16]4[C:22]([NH2:23])=[CH:21][CH:20]=[CH:19][C:17]=4[N:18]=3)[CH2:10][O:11][C:7]=2[CH:6]=[CH:5][CH:4]=1.[F:24][C:25]1[CH:26]=[C:27]([S:32](Cl)(=[O:34])=[O:33])[CH:28]=[C:29]([F:31])[CH:30]=1, predict the reaction product. The product is: [F:31][C:29]1[CH:28]=[C:27]([S:32]([NH:23][C:22]2[C:16]3[CH2:15][O:14][C:13]([NH:12][CH:9]4[C:8]5[C:3]([O:2][CH3:1])=[CH:4][CH:5]=[CH:6][C:7]=5[O:11][CH2:10]4)=[N:18][C:17]=3[CH:19]=[CH:20][CH:21]=2)(=[O:33])=[O:34])[CH:26]=[C:25]([F:24])[CH:30]=1. (2) Given the reactants [N:1]1[CH:6]=[CH:5][C:4](B(O)O)=[CH:3][CH:2]=1.[N:10]1([CH2:15][C:16]2[CH:17]=[CH:18][C:19](Br)=[N:20][CH:21]=2)[CH:14]=[CH:13][N:12]=[CH:11]1, predict the reaction product. The product is: [N:10]1([CH2:15][C:16]2[CH:17]=[CH:18][C:19]([C:4]3[CH:5]=[CH:6][N:1]=[CH:2][CH:3]=3)=[N:20][CH:21]=2)[CH:14]=[CH:13][N:12]=[CH:11]1. (3) Given the reactants [CH2:1]([Si:8]([CH3:27])([CH3:26])[CH2:9][C@H:10]([NH:14][CH:15]([C:20]1[CH:25]=[CH:24][CH:23]=[CH:22][CH:21]=1)[C:16]([F:19])([F:18])[F:17])[C:11]([OH:13])=O)[C:2]1[CH:7]=[CH:6][CH:5]=[CH:4][CH:3]=1.CN(C(ON1N=[N:43][C:38]2[CH:39]=[CH:40]C=[N:42][C:37]1=2)=[N+](C)C)C.F[P-](F)(F)(F)(F)F, predict the reaction product. The product is: [CH2:1]([Si:8]([CH3:26])([CH3:27])[CH2:9][C@H:10]([NH:14][CH:15]([C:20]1[CH:21]=[CH:22][CH:23]=[CH:24][CH:25]=1)[C:16]([F:18])([F:17])[F:19])[C:11]([NH:43][C:38]1([C:37]#[N:42])[CH2:40][CH2:39]1)=[O:13])[C:2]1[CH:3]=[CH:4][CH:5]=[CH:6][CH:7]=1. (4) Given the reactants [NH2:1][C:2]1[CH:3]=[C:4]([OH:8])[CH:5]=[CH:6][CH:7]=1.C([O:11][C:12](=O)[C:13]([C:25]#[N:26])=[CH:14][C:15]1[CH:20]=[C:19]([O:21][CH3:22])[CH:18]=[C:17]([O:23][CH3:24])[CH:16]=1)C, predict the reaction product. The product is: [NH2:1][C:2]1[CH:3]=[C:4]2[C:5]([C:14]([C:15]3[CH:20]=[C:19]([O:21][CH3:22])[CH:18]=[C:17]([O:23][CH3:24])[CH:16]=3)=[C:13]([C:25]#[N:26])[C:12](=[O:11])[O:8]2)=[CH:6][CH:7]=1. (5) Given the reactants [CH3:1][C:2]1([C:7]2[O:11][C:10]([CH2:12][N:13]3[CH:17]=[C:16]([NH2:18])[CH:15]=[N:14]3)=[CH:9][CH:8]=2)[O:6]CCO1.[F:19][C:20]([F:33])([F:32])[C:21]1[CH:22]=[C:23](/[CH:27]=[CH:28]/[C:29](O)=[O:30])[CH:24]=[CH:25][CH:26]=1, predict the reaction product. The product is: [C:2]([C:7]1[O:11][C:10]([CH2:12][N:13]2[CH:17]=[C:16]([NH:18][C:29](=[O:30])/[CH:28]=[CH:27]/[C:23]3[CH:24]=[CH:25][CH:26]=[C:21]([C:20]([F:32])([F:33])[F:19])[CH:22]=3)[CH:15]=[N:14]2)=[CH:9][CH:8]=1)(=[O:6])[CH3:1]. (6) Given the reactants Cl[C:2]1[N:7]=[CH:6][C:5]([C:8](=[O:10])[CH3:9])=[CH:4][C:3]=1[O:11][CH3:12].[F:13][CH:14]([F:17])[CH2:15][OH:16], predict the reaction product. The product is: [F:13][CH:14]([F:17])[CH2:15][O:16][C:2]1[N:7]=[CH:6][C:5]([C:8](=[O:10])[CH3:9])=[CH:4][C:3]=1[O:11][CH3:12]. (7) The product is: [CH2:1]([N:8]1[C:13]([CH2:15][O:16][Si:17]([C:20]([CH3:23])([CH3:22])[CH3:21])([CH3:18])[CH3:19])([CH3:14])[CH2:12][O:11][C:10]([CH3:26])([CH3:24])[C:9]1=[O:25])[C:2]1[CH:7]=[CH:6][CH:5]=[CH:4][CH:3]=1. Given the reactants [CH2:1]([N:8]1[C:13]([CH2:15][O:16][Si:17]([C:20]([CH3:23])([CH3:22])[CH3:21])([CH3:19])[CH3:18])([CH3:14])[CH2:12][O:11][CH:10]([CH3:24])[C:9]1=[O:25])[C:2]1[CH:7]=[CH:6][CH:5]=[CH:4][CH:3]=1.[CH:26]([N-]C(C)C)(C)C.[Li+].IC.[Cl-].[NH4+], predict the reaction product. (8) Given the reactants Br[C:2]1[CH:3]=[CH:4][C:5]2[O:14][CH2:13][CH2:12][C:11]3[S:10][C:9]([C:15]4[N:16]([CH:20]([CH3:22])[CH3:21])[N:17]=[CH:18][N:19]=4)=[N:8][C:7]=3[C:6]=2[CH:23]=1.[N:24]1[CH:29]=[CH:28][CH:27]=[C:26](B(O)O)[CH:25]=1, predict the reaction product. The product is: [CH:20]([N:16]1[C:15]([C:9]2[S:10][C:11]3[CH2:12][CH2:13][O:14][C:5]4[CH:4]=[CH:3][C:2]([C:26]5[CH:25]=[N:24][CH:29]=[CH:28][CH:27]=5)=[CH:23][C:6]=4[C:7]=3[N:8]=2)=[N:19][CH:18]=[N:17]1)([CH3:22])[CH3:21]. (9) Given the reactants [Br:1][C:2]1[CH:7]=[C:6]([Cl:8])[CH:5]=[CH:4][N:3]=1.C([N-]C(C)C)(C)C.[Li+].CN([CH:20]=[O:21])C, predict the reaction product. The product is: [Br:1][C:2]1[N:3]=[CH:4][CH:5]=[C:6]([Cl:8])[C:7]=1[CH:20]=[O:21].